Predict the reactants needed to synthesize the given product. From a dataset of Full USPTO retrosynthesis dataset with 1.9M reactions from patents (1976-2016). (1) Given the product [Cl:1][C:2]1[CH:7]=[CH:6][CH:5]=[CH:4][C:3]=1[CH:8]([O:10][C:11]([NH:13][C:14]1[CH:19]=[CH:18][N:17]=[CH:16][C:15]=1[C:20]1[CH:21]=[CH:22][C:23]([C:37]2[CH:42]=[CH:41][C:40]([C:43]3([C:46]([OH:48])=[O:47])[CH2:45][CH2:44]3)=[CH:39][CH:38]=2)=[CH:24][CH:25]=1)=[O:12])[CH3:9], predict the reactants needed to synthesize it. The reactants are: [Cl:1][C:2]1[CH:7]=[CH:6][CH:5]=[CH:4][C:3]=1[CH:8]([O:10][C:11]([NH:13][C:14]1[CH:19]=[CH:18][N:17]=[CH:16][C:15]=1[C:20]1[CH:25]=[CH:24][C:23](OS(C(F)(F)F)(=O)=O)=[CH:22][CH:21]=1)=[O:12])[CH3:9].B([C:37]1[CH:42]=[CH:41][C:40]([C:43]2([C:46]([OH:48])=[O:47])[CH2:45][CH2:44]2)=[CH:39][CH:38]=1)(O)O. (2) Given the product [Cl:36][C:21]1[CH:20]=[C:19]([NH:18][C:16]2[C:17]3[N:9]([CH2:8][CH2:7][CH2:6][CH2:5][OH:4])[CH:10]=[CH:11][C:12]=3[N:13]=[CH:14][N:15]=2)[CH:24]=[CH:23][C:22]=1[O:25][C:26]1[CH:31]=[CH:30][CH:29]=[C:28]([C:32]([F:35])([F:34])[F:33])[CH:27]=1, predict the reactants needed to synthesize it. The reactants are: C([O:4][CH2:5][CH2:6][CH2:7][CH2:8][N:9]1[C:17]2[C:16]([NH:18][C:19]3[CH:24]=[CH:23][C:22]([O:25][C:26]4[CH:31]=[CH:30][CH:29]=[C:28]([C:32]([F:35])([F:34])[F:33])[CH:27]=4)=[C:21]([Cl:36])[CH:20]=3)=[N:15][CH:14]=[N:13][C:12]=2[CH:11]=[CH:10]1)(=O)C.[OH-].[Na+].Cl.O. (3) Given the product [CH2:1]([O:8][C:9]1[C:17]2[CH:16]([CH2:18][C:19]([OH:21])=[O:20])[O:15][B:14]([OH:24])[C:13]=2[CH:12]=[C:11]([O:25][C:26]2[CH:31]=[N:30][CH:29]=[CH:28][N:27]=2)[CH:10]=1)[C:2]1[CH:3]=[CH:4][CH:5]=[CH:6][CH:7]=1, predict the reactants needed to synthesize it. The reactants are: [CH2:1]([O:8][C:9]1[C:17]2[CH:16]([CH2:18][C:19]([O:21]CC)=[O:20])[O:15][B:14]([OH:24])[C:13]=2[CH:12]=[C:11]([O:25][C:26]2[CH:31]=[N:30][CH:29]=[CH:28][N:27]=2)[CH:10]=1)[C:2]1[CH:7]=[CH:6][CH:5]=[CH:4][CH:3]=1.[OH-].[Li+].Cl. (4) The reactants are: [N+:1]([C:4]1[CH:9]=[CH:8][C:7]([N:10]2[CH:15]=[CH:14][CH:13]=[C:12]([CH:16]=[CH2:17])[C:11]2=[O:18])=[C:6](/[CH:19]=[CH:20]/[CH3:21])[CH:5]=1)([O-:3])=[O:2].C12BC(CCC1)CCC2.[OH-:31].[Na+].OO. Given the product [OH:31][CH2:17][CH2:16][C:12]1[C:11](=[O:18])[N:10]([C:7]2[CH:8]=[CH:9][C:4]([N+:1]([O-:3])=[O:2])=[CH:5][C:6]=2/[CH:19]=[CH:20]/[CH3:21])[CH:15]=[CH:14][CH:13]=1, predict the reactants needed to synthesize it. (5) Given the product [CH3:6][C@@H:5]([NH:7][C:8](=[O:14])[O:9][C:10]([CH3:11])([CH3:12])[CH3:13])[C:4](=[O:15])[CH3:17], predict the reactants needed to synthesize it. The reactants are: CON(C)[C:4](=[O:15])[C@H:5]([NH:7][C:8](=[O:14])[O:9][C:10]([CH3:13])([CH3:12])[CH3:11])[CH3:6].[CH3:17][Mg]Br.C(OCC)C. (6) Given the product [CH2:1]([O:3][C:4]1[C:9]([C:10]([O:12][CH2:13][CH3:14])=[O:11])=[CH:8][N:7]=[C:6]2[NH:15][N:16]=[CH:17][C:5]=12)[CH3:2], predict the reactants needed to synthesize it. The reactants are: [CH2:1]([O:3][C:4]1[C:9]([C:10]([O:12][CH2:13][CH3:14])=[O:11])=[CH:8][N:7]=[C:6]2[N:15](CC)[N:16]=[CH:17][C:5]=12)[CH3:2].BrN1C(=O)CCC1=O. (7) Given the product [CH3:13][O:12][C:9]1[CH:10]=[C:11]2[C:6](=[CH:7][CH:8]=1)[C:5]([OH:14])=[N:4][CH:3]=[C:2]2[N:15]1[CH2:20][CH2:19][O:18][CH2:17][CH2:16]1, predict the reactants needed to synthesize it. The reactants are: Br[C:2]1[C:11]2[C:6](=[CH:7][CH:8]=[C:9]([O:12][CH3:13])[CH:10]=2)[C:5](=[O:14])[NH:4][CH:3]=1.[NH:15]1[CH2:20][CH2:19][O:18][CH2:17][CH2:16]1.CCN(C(C)C)C(C)C.